This data is from TCR-epitope binding with 47,182 pairs between 192 epitopes and 23,139 TCRs. The task is: Binary Classification. Given a T-cell receptor sequence (or CDR3 region) and an epitope sequence, predict whether binding occurs between them. (1) The epitope is SEPVLKGVKL. The TCR CDR3 sequence is CASSPGQSLIYEQYF. Result: 0 (the TCR does not bind to the epitope). (2) Result: 0 (the TCR does not bind to the epitope). The TCR CDR3 sequence is CASRTGTINTGELFF. The epitope is HPKVSSEVHI. (3) The epitope is HTTDPSFLGRY. The TCR CDR3 sequence is CASSFPEGWVTDTQYF. Result: 0 (the TCR does not bind to the epitope).